From a dataset of Reaction yield outcomes from USPTO patents with 853,638 reactions. Predict the reaction yield, written as a fraction of the theoretical maximum amount of product (1.0 means a 100% yield; for example, 0.34 means a 34% yield). (1) The reactants are [Cl:1][C:2]1[CH:3]=[C:4]([C:14](=O)[CH3:15])[CH:5]=[N:6][C:7]=1[O:8][CH2:9][C:10]([F:13])([F:12])[F:11].[CH3:17][C:18]([S@:21]([NH2:23])=[O:22])([CH3:20])[CH3:19]. No catalyst specified. The product is [Cl:1][C:2]1[CH:3]=[C:4]([CH:14]([NH:23][S@@:21]([C:18]([CH3:20])([CH3:19])[CH3:17])=[O:22])[CH3:15])[CH:5]=[N:6][C:7]=1[O:8][CH2:9][C:10]([F:13])([F:12])[F:11]. The yield is 0.570. (2) The product is [NH2:10][C:11]1[CH:16]=[CH:15][C:14]([C:17]([CH3:20])([CH3:19])[CH3:18])=[C:13]([NH:21][CH:22]=[O:23])[CH:12]=1. The reactants are C(OC(=O)[NH:10][C:11]1[CH:16]=[CH:15][C:14]([C:17]([CH3:20])([CH3:19])[CH3:18])=[C:13]([NH:21][CH:22]=[O:23])[CH:12]=1)C1C=CC=CC=1.CO. The catalyst is [Pd].C(Cl)Cl. The yield is 0.960. (3) The product is [Br:1][C:2]1[CH:3]=[CH:4][C:5]([NH:8][C:9]([C:11]2[C:16]([NH:17][C:18]([C:20]3[CH:25]=[CH:24][C:23]([C:26]4[N:36]([CH3:35])[CH2:37][CH2:38][N:27]=4)=[CH:22][CH:21]=3)=[O:19])=[C:15]([O:28][CH3:29])[C:14]([O:30][CH3:31])=[C:13]([O:32][CH3:33])[CH:12]=2)=[O:10])=[N:6][CH:7]=1. The reactants are [Br:1][C:2]1[CH:3]=[CH:4][C:5]([NH:8][C:9]([C:11]2[C:16]([NH:17][C:18]([C:20]3[CH:25]=[CH:24][C:23]([C:26]#[N:27])=[CH:22][CH:21]=3)=[O:19])=[C:15]([O:28][CH3:29])[C:14]([O:30][CH3:31])=[C:13]([O:32][CH3:33])[CH:12]=2)=[O:10])=[N:6][CH:7]=1.Cl.[CH3:35][NH:36][CH2:37][CH2:38]N. The catalyst is CO.C(OCC)(=O)C. The yield is 0.320. (4) The reactants are [CH2:1]1[C:7]2[CH:8]=[CH:9][C:10]([O:12][C:13]3[CH:21]=[CH:20][C:16]([C:17]([NH2:19])=[O:18])=[CH:15][N:14]=3)=[CH:11][C:6]=2[CH2:5][CH2:4][CH2:3][NH:2]1.[C:22]([O-])([O-])=O.[K+].[K+].BrC[CH2:30][CH2:31][CH:32]([CH3:34])[CH3:33]. The catalyst is CN(C=O)C. The product is [CH3:34][CH:32]([CH2:31][CH3:30])[CH2:33][CH2:22][N:2]1[CH2:3][CH2:4][CH2:5][C:6]2[CH:11]=[C:10]([O:12][C:13]3[CH:21]=[CH:20][C:16]([C:17]([NH2:19])=[O:18])=[CH:15][N:14]=3)[CH:9]=[CH:8][C:7]=2[CH2:1]1. The yield is 0.600.